From a dataset of Choline transporter screen with 302,306 compounds. Binary Classification. Given a drug SMILES string, predict its activity (active/inactive) in a high-throughput screening assay against a specified biological target. The molecule is Clc1ccc(C(=O)NNC(=O)CN(Cc2ccc(F)cc2)C)cc1. The result is 0 (inactive).